From a dataset of Full USPTO retrosynthesis dataset with 1.9M reactions from patents (1976-2016). Predict the reactants needed to synthesize the given product. (1) Given the product [Cl:23][C:17]1[CH:18]=[C:19]([F:22])[CH:20]=[CH:21][C:16]=1[CH:5]1[N:6]=[C:7]([C:9]2[C:14]([F:15])=[CH:13][CH:12]=[CH:11][N:10]=2)[NH:8][C:3]([CH2:2][N:30]2[CH2:35][CH2:34][O:33][CH2:32][CH:31]2[CH2:36][C:37]([OH:39])=[O:38])=[C:4]1[C:24]([O:26][CH2:27][CH3:28])=[O:25], predict the reactants needed to synthesize it. The reactants are: Br[CH2:2][C:3]1[NH:8][C:7]([C:9]2[C:14]([F:15])=[CH:13][CH:12]=[CH:11][N:10]=2)=[N:6][CH:5]([C:16]2[CH:21]=[CH:20][C:19]([F:22])=[CH:18][C:17]=2[Cl:23])[C:4]=1[C:24]([O:26][CH2:27][CH3:28])=[O:25].Cl.[NH:30]1[CH2:35][CH2:34][O:33][CH2:32][CH:31]1[CH2:36][C:37]([OH:39])=[O:38]. (2) Given the product [ClH:26].[NH2:21][C:19]1[S:20][C:16]([C:13]2[CH:12]=[C:11]([S:8]([N:5]3[CH2:4][CH2:3][CH:2]([OH:1])[CH2:7][CH2:6]3)(=[O:10])=[O:9])[S:15][CH:14]=2)=[C:17]([CH3:25])[N:18]=1, predict the reactants needed to synthesize it. The reactants are: [OH:1][CH:2]1[CH2:7][CH2:6][N:5]([S:8]([C:11]2[S:15][CH:14]=[C:13]([C:16]3[S:20][C:19]([NH:21]C(=O)C)=[N:18][C:17]=3[CH3:25])[CH:12]=2)(=[O:10])=[O:9])[CH2:4][CH2:3]1.[ClH:26].CCO. (3) Given the product [Br:1][C:2]1[CH:3]=[CH:4][C:5]([C:8]2[CH2:12][C@@H:11]([CH2:13][NH:14][C:51](=[O:52])[CH2:50][N:49]([CH3:54])[CH3:48])[O:10][N:9]=2)=[N:6][CH:7]=1, predict the reactants needed to synthesize it. The reactants are: [Br:1][C:2]1[CH:3]=[CH:4][C:5]([C:8]2[CH2:12][C@@H:11]([CH2:13][NH2:14])[O:10][N:9]=2)=[N:6][CH:7]=1.C(N(C(C)C)CC)(C)C.CN(C(ON1N=NC2C=CC=NC1=2)=[N+](C)C)C.F[P-](F)(F)(F)(F)F.[CH3:48][N:49]([CH3:54])[CH2:50][C:51](O)=[O:52].